Dataset: Reaction yield outcomes from USPTO patents with 853,638 reactions. Task: Predict the reaction yield, written as a fraction of the theoretical maximum amount of product (1.0 means a 100% yield; for example, 0.34 means a 34% yield). (1) The reactants are Br[C:2]1[CH:11]=[CH:10][C:9]2[C:4](=[CH:5][CH:6]=[CH:7][CH:8]=2)[N:3]=1.Br[C:13]([F:20])([F:19])[C:14]([O:16][CH2:17][CH3:18])=[O:15]. The catalyst is CS(C)=O.[Cu]. The product is [CH2:17]([O:16][C:14](=[O:15])[C:13]([F:20])([F:19])[C:2]1[CH:11]=[CH:10][C:9]2[C:4](=[CH:5][CH:6]=[CH:7][CH:8]=2)[N:3]=1)[CH3:18]. The yield is 0.700. (2) The reactants are Cl[C:2]1[N:7]=[C:6]([O:8][CH:9]2[CH2:14][CH2:13][CH2:12][CH2:11][CH2:10]2)[C:5]2[C:15]([CH3:18])=[N:16][NH:17][C:4]=2[CH:3]=1.[CH:19]1(B(O)O)[CH2:21][CH2:20]1.C([O-])([O-])=O.[Na+].[Na+]. The catalyst is C1C=CC(P(C2C=CC=CC=2)[C-]2C=CC=C2)=CC=1.C1C=CC(P(C2C=CC=CC=2)[C-]2C=CC=C2)=CC=1.Cl[Pd]Cl.[Fe+2].O1CCOCC1. The product is [CH:9]1([O:8][C:6]2[C:5]3[C:15]([CH3:18])=[N:16][NH:17][C:4]=3[CH:3]=[C:2]([CH:19]3[CH2:21][CH2:20]3)[N:7]=2)[CH2:14][CH2:13][CH2:12][CH2:11][CH2:10]1. The yield is 0.170.